This data is from Full USPTO retrosynthesis dataset with 1.9M reactions from patents (1976-2016). The task is: Predict the reactants needed to synthesize the given product. (1) Given the product [F:29][C:2]1([F:1])[CH2:3][CH2:4][CH:5]([CH2:8][C:9]2[N:13]3[C:14]([CH3:24])=[CH:15][C:16]([CH:18]=[O:19])=[CH:17][C:12]3=[N:11][C:10]=2[C:25]([F:26])([F:27])[F:28])[CH2:6][CH2:7]1, predict the reactants needed to synthesize it. The reactants are: [F:1][C:2]1([F:29])[CH2:7][CH2:6][CH:5]([CH2:8][C:9]2[N:13]3[C:14]([CH3:24])=[CH:15][C:16]([C:18](N(OC)C)=[O:19])=[CH:17][C:12]3=[N:11][C:10]=2[C:25]([F:28])([F:27])[F:26])[CH2:4][CH2:3]1.[H-].[Al+3].[Li+].[H-].[H-].[H-].O.[OH-].[Na+]. (2) Given the product [CH3:1][O:2][C:3]([C:5]1[N:6]([CH:10]2[C:19]3[C:14](=[CH:15][CH:16]=[CH:17][CH:18]=3)[C:13](=[O:20])[N:12]([CH2:25][CH3:26])[C:11]2([CH3:22])[CH3:21])[CH:7]=[N:8][CH:9]=1)=[O:4], predict the reactants needed to synthesize it. The reactants are: [CH3:1][O:2][C:3]([C:5]1[N:6]([CH:10]2[C:19]3[C:14](=[CH:15][CH:16]=[CH:17][CH:18]=3)[C:13](=[O:20])[NH:12][C:11]2([CH3:22])[CH3:21])[CH:7]=[N:8][CH:9]=1)=[O:4].[H-].[Na+].[CH2:25](I)[CH3:26]. (3) Given the product [CH:2]([C:3]1[CH:7]=[C:6]([C:8]2[CH:13]=[CH:12][C:11]([CH3:14])=[CH:10][CH:9]=2)[N:5]([C:15]2[CH:20]=[CH:19][C:18]([S:21]([NH2:24])(=[O:22])=[O:23])=[CH:17][CH:16]=2)[N:4]=1)=[O:1], predict the reactants needed to synthesize it. The reactants are: [OH:1][CH2:2][C:3]1[CH:7]=[C:6]([C:8]2[CH:13]=[CH:12][C:11]([CH3:14])=[CH:10][CH:9]=2)[N:5]([C:15]2[CH:20]=[CH:19][C:18]([S:21]([NH2:24])(=[O:23])=[O:22])=[CH:17][CH:16]=2)[N:4]=1. (4) The reactants are: Cl[CH2:2][CH2:3][CH2:4][O:5][C:6]1[CH:7]=[C:8]([NH:12][C:13]2[N:18]=[C:17]([C:19]3[C:20]([C:28]4[CH:29]=[C:30]([NH:34]C(=O)C(F)(F)F)[CH:31]=[CH:32][CH:33]=4)=[N:21][N:22]4[CH:27]=[CH:26][CH:25]=[CH:24][C:23]=34)[CH:16]=[CH:15][N:14]=2)[CH:9]=[CH:10][CH:11]=1.[Cl-].[NH:42]1[CH2:47][CH2:46][O:45][CH2:44][CH2:43]1. Given the product [NH2:34][C:30]1[CH:29]=[C:28]([C:20]2[C:19]([C:17]3[CH:16]=[CH:15][N:14]=[C:13]([NH:12][C:8]4[CH:9]=[CH:10][CH:11]=[C:6]([O:5][CH2:4][CH2:3][CH2:2][N:42]5[CH2:47][CH2:46][O:45][CH2:44][CH2:43]5)[CH:7]=4)[N:18]=3)=[C:23]3[CH:24]=[CH:25][CH:26]=[CH:27][N:22]3[N:21]=2)[CH:33]=[CH:32][CH:31]=1, predict the reactants needed to synthesize it. (5) Given the product [F:22][C:21]([F:23])([F:24])[C:18]1[CH:19]=[CH:20][C:15]([N:13]2[C:12](=[O:25])[NH:11][C:10]([C:5]3[C:4]([CH3:26])=[C:3]([CH:8]=[CH:7][C:6]=3[CH3:9])[CH2:2][NH:1][C:27](=[O:32])[C:28]([CH3:31])([CH3:30])[CH3:29])=[N:14]2)=[CH:16][CH:17]=1, predict the reactants needed to synthesize it. The reactants are: [NH2:1][CH2:2][C:3]1[C:4]([CH3:26])=[C:5]([C:10]2[NH:11][C:12](=[O:25])[N:13]([C:15]3[CH:20]=[CH:19][C:18]([C:21]([F:24])([F:23])[F:22])=[CH:17][CH:16]=3)[N:14]=2)[C:6]([CH3:9])=[CH:7][CH:8]=1.[C:27](Cl)(=[O:32])[C:28]([CH3:31])([CH3:30])[CH3:29]. (6) Given the product [C:21]([O:1][C:2]1[CH:10]=[C:9]([O:11][CH2:12][C:13]([F:18])([F:19])[C:14]([F:15])([F:16])[F:17])[CH:8]=[CH:7][C:3]=1[C:4]([OH:6])=[O:5])(=[O:22])[CH3:20], predict the reactants needed to synthesize it. The reactants are: [OH:1][C:2]1[CH:10]=[C:9]([O:11][CH2:12][C:13]([F:19])([F:18])[C:14]([F:17])([F:16])[F:15])[CH:8]=[CH:7][C:3]=1[C:4]([OH:6])=[O:5].[CH3:20][C:21](OC(C)=O)=[O:22]. (7) Given the product [CH:1]12[CH2:7][CH:4]([CH2:5][CH2:6]1)[CH2:3][C@@H:2]2[NH:8][C:9]1[S:10][C:11]([CH3:15])([CH2:16][CH:17]2[CH2:22][CH2:21][NH:20][CH2:19][CH2:18]2)[C:12](=[O:14])[N:13]=1, predict the reactants needed to synthesize it. The reactants are: [CH:1]12[CH2:7][CH:4]([CH2:5][CH2:6]1)[CH2:3][C@@H:2]2[NH:8][C:9]1[S:10][C:11]([CH2:16][CH:17]2[CH2:22][CH2:21][N:20](C(OC(C)(C)C)=O)[CH2:19][CH2:18]2)([CH3:15])[C:12](=[O:14])[N:13]=1.Cl.